This data is from Full USPTO retrosynthesis dataset with 1.9M reactions from patents (1976-2016). The task is: Predict the reactants needed to synthesize the given product. (1) The reactants are: I([O-])(=O)(=O)=O.[Na+].Cl.[CH2:8]([S:10][C:11]1[CH:12]=[C:13]2[C:18](=[C:19]3[CH2:23][C:22]([CH3:25])([CH3:24])[O:21][C:20]=13)[CH:17]=[N:16][C:15]([CH3:27])([CH3:26])[CH2:14]2)[CH3:9].C(=O)([O-])O.[Na+].[OH2:33]. Given the product [CH2:8]([S:10]([C:11]1[CH:12]=[C:13]2[C:18](=[C:19]3[CH2:23][C:22]([CH3:25])([CH3:24])[O:21][C:20]=13)[C:17]([C:11]1[CH:12]=[CH:13][CH:18]=[CH:19][CH:20]=1)=[N:16][C:15]([CH3:26])([CH3:27])[CH2:14]2)=[O:33])[CH3:9], predict the reactants needed to synthesize it. (2) Given the product [Cl:1][C:2]1[CH:7]=[CH:6][N:5]([CH:8]([CH:10]([CH3:11])[CH3:12])[CH3:9])[C:4](=[O:13])[C:3]=1[C:14]#[N:15], predict the reactants needed to synthesize it. The reactants are: [Cl:1][C:2]1[CH:7]=[CH:6][N:5]([CH:8]([CH:10]([CH3:12])[CH3:11])[CH3:9])[C:4](=[O:13])[C:3]=1[CH:14]=[N:15]O.S(Cl)(Cl)=O.